This data is from Catalyst prediction with 721,799 reactions and 888 catalyst types from USPTO. The task is: Predict which catalyst facilitates the given reaction. (1) Reactant: [OH:1][C:2]1[CH:7]=[CH:6][C:5]([C:8]2[N:13]=[C:12]([C:14]([NH2:16])=[O:15])[C:11]([CH3:17])=[N:10][C:9]=2[CH3:18])=[CH:4][CH:3]=1.[F:19][C:20]([F:39])([F:38])[S:21](N(C1C=CC=CC=1)[S:21]([C:20]([F:39])([F:38])[F:19])(=[O:23])=[O:22])(=[O:23])=[O:22].C(=O)([O-])[O-].[K+].[K+]. Product: [F:19][C:20]([F:39])([F:38])[S:21]([O:1][C:2]1[CH:3]=[CH:4][C:5]([C:8]2[C:9]([CH3:18])=[N:10][C:11]([CH3:17])=[C:12]([C:14](=[O:15])[NH2:16])[N:13]=2)=[CH:6][CH:7]=1)(=[O:23])=[O:22]. The catalyst class is: 1. (2) Reactant: [I:1][C:2]1[C:7]([C:8]([OH:10])=O)=[C:6]([O:11][CH3:12])[N:5]=[CH:4][CH:3]=1.Cl.Cl.[O:15]1[CH2:20][CH2:19][CH2:18][CH:17]([NH:21][NH2:22])[CH2:16]1.CCN(C(C)C)C(C)C.CCN=C=NCCCN(C)C.Cl.C1C=CC2N(O)N=NC=2C=1. Product: [I:1][C:2]1[C:7]([C:8]([NH:22][NH:21][CH:17]2[CH2:18][CH2:19][CH2:20][O:15][CH2:16]2)=[O:10])=[C:6]([O:11][CH3:12])[N:5]=[CH:4][CH:3]=1. The catalyst class is: 18. (3) Reactant: [Cl:1][C:2]1[CH:28]=[CH:27][C:5]([CH2:6][N:7]2[CH:12]=[N:11][C:10]([N:13]3[CH2:18][CH2:17][N:16](C(OC(C)(C)C)=O)[CH2:15][CH2:14]3)=[N:9][C:8]2=[O:26])=[CH:4][CH:3]=1.FC(F)(F)C(O)=O. Product: [Cl:1][C:2]1[CH:28]=[CH:27][C:5]([CH2:6][N:7]2[CH:12]=[N:11][C:10]([N:13]3[CH2:18][CH2:17][NH:16][CH2:15][CH2:14]3)=[N:9][C:8]2=[O:26])=[CH:4][CH:3]=1. The catalyst class is: 4. (4) Reactant: [C:1]([C:3]1[C:7]2[CH2:8][C@@H:9]3[C@@H:14]([CH2:15][C:6]=2[S:5][C:4]=1[NH:23][CH3:24])[N:13]([CH3:16])[CH2:12][C@H:11]([C:17]([NH:19][CH2:20][CH2:21][CH3:22])=[O:18])[CH2:10]3)#[N:2].C(#N)C.[C:39]([O:38][C:36](O[C:36]([O:38][C:39]([CH3:42])([CH3:41])[CH3:40])=[O:37])=[O:37])([CH3:42])([CH3:41])[CH3:40]. Product: [C:1]([C:3]1[C:7]2[CH2:8][C@@H:9]3[C@@H:14]([CH2:15][C:6]=2[S:5][C:4]=1[N:23]([CH3:24])[C:36](=[O:37])[O:38][C:39]([CH3:40])([CH3:41])[CH3:42])[N:13]([CH3:16])[CH2:12][C@H:11]([C:17](=[O:18])[NH:19][CH2:20][CH2:21][CH3:22])[CH2:10]3)#[N:2]. The catalyst class is: 777. (5) Reactant: [F:1][C:2]1[CH:7]=[CH:6][C:5]([N:8]2[C:11](=[O:12])[C@H:10]([S:13][CH2:14][C:15]([C:17]3[CH:22]=[CH:21][C:20]([F:23])=[CH:19][CH:18]=3)=[O:16])[C@H:9]2[C:24]2[CH:45]=[CH:44][C:27]([O:28][CH2:29][C:30]([NH:32][CH2:33][C:34]([NH:36][C@H:37]([C:41]([OH:43])=[O:42])[C@@H:38]([CH3:40])[OH:39])=[O:35])=[O:31])=[CH:26][CH:25]=2)=[CH:4][CH:3]=1.[BH4-].[Na+]. Product: [F:1][C:2]1[CH:7]=[CH:6][C:5]([N:8]2[C:11](=[O:12])[C@H:10]([S:13][CH2:14][CH:15]([C:17]3[CH:18]=[CH:19][C:20]([F:23])=[CH:21][CH:22]=3)[OH:16])[C@H:9]2[C:24]2[CH:45]=[CH:44][C:27]([O:28][CH2:29][C:30]([NH:32][CH2:33][C:34]([NH:36][C@H:37]([C:41]([OH:43])=[O:42])[C@@H:38]([CH3:40])[OH:39])=[O:35])=[O:31])=[CH:26][CH:25]=2)=[CH:4][CH:3]=1. The catalyst class is: 130. (6) Reactant: [CH2:1]([C@H:8]([NH:22][C:23]([C:25]1[CH:26]=[C:27]([CH:31]=[CH:32][C:33]=1[CH3:34])[C:28]([O-:30])=[O:29])=[O:24])[C@H:9]([OH:21])[CH2:10][NH:11][CH2:12][C:13]1[CH:18]=[CH:17][CH:16]=[C:15]([O:19][CH3:20])[CH:14]=1)[C:2]1[CH:7]=[CH:6][CH:5]=[CH:4][CH:3]=1.[OH-].[Li+]. Product: [CH2:1]([C@H:8]([NH:22][C:23]([C:25]1[CH:26]=[C:27]([CH:31]=[CH:32][C:33]=1[CH3:34])[C:28]([OH:30])=[O:29])=[O:24])[C@H:9]([OH:21])[CH2:10][NH:11][CH2:12][C:13]1[CH:18]=[CH:17][CH:16]=[C:15]([O:19][CH3:20])[CH:14]=1)[C:2]1[CH:7]=[CH:6][CH:5]=[CH:4][CH:3]=1. The catalyst class is: 87. (7) Reactant: C[O:2][C:3](=[O:32])[C:4]([C:7]1[CH:12]=[CH:11][C:10]([C:13]#[C:14][C:15]2[CH:16]=[C:17]([CH:29]3[CH2:31][CH2:30]3)[C:18]3[O:25][C:22]4([CH2:24][CH2:23]4)[CH2:21][C:20]([CH3:27])([CH3:26])[C:19]=3[CH:28]=2)=[CH:9][CH:8]=1)([CH3:6])[CH3:5].[OH-].[Na+]. Product: [CH:29]1([C:17]2[C:18]3[O:25][C:22]4([CH2:24][CH2:23]4)[CH2:21][C:20]([CH3:26])([CH3:27])[C:19]=3[CH:28]=[C:15]([C:14]#[C:13][C:10]3[CH:9]=[CH:8][C:7]([C:4]([CH3:6])([CH3:5])[C:3]([OH:32])=[O:2])=[CH:12][CH:11]=3)[CH:16]=2)[CH2:30][CH2:31]1. The catalyst class is: 5. (8) Reactant: [Cl:1][C:2]1[CH:3]=[C:4]([NH:10][C:11]2[N:16]=[CH:15][C:14]([N:17]3[CH2:22][CH2:21][N:20](C(OC(C)(C)C)=O)[CH2:19][C@@H:18]3[CH3:30])=[CH:13][CH:12]=2)[C:5]([O:8]C)=[N:6][CH:7]=1. Product: [Cl:1][C:2]1[CH:3]=[C:4]([NH:10][C:11]2[CH:12]=[CH:13][C:14]([N:17]3[CH2:22][CH2:21][NH:20][CH2:19][C@@H:18]3[CH3:30])=[CH:15][N:16]=2)[C:5](=[O:8])[NH:6][CH:7]=1. The catalyst class is: 393. (9) Reactant: [CH3:1][C:2]([O:5][C:6]([N:8]1[C@H:13]([C:14]([OH:16])=O)[CH2:12][C:10](=[O:11])[CH2:9]1)=[O:7])([CH3:4])[CH3:3].Cl.[F:18][C:19]1([F:23])[CH2:22][NH:21][CH2:20]1.CCN(C(C)C)C(C)C.C1C=CC2N(O)N=NC=2C=1.CCN=C=NCCCN(C)C.Cl.C(=O)(O)[O-].[Na+]. Product: [C:2]([O:5][C:6]([N:8]1[CH2:9][C:10](=[O:11])[CH2:12][C@H:13]1[C:14]([N:21]1[CH2:22][C:19]([F:23])([F:18])[CH2:20]1)=[O:16])=[O:7])([CH3:1])([CH3:3])[CH3:4]. The catalyst class is: 2.